From a dataset of Forward reaction prediction with 1.9M reactions from USPTO patents (1976-2016). Predict the product of the given reaction. (1) The product is: [Si:1]([O:8][C@H:9]1[CH2:18][C:17]([CH3:20])([CH3:19])[CH2:16][C:15]2[N:14]=[C:13]([CH:21]([CH3:23])[CH3:22])[C:12]([C@H:24]([C:26]3[CH:31]=[CH:30][C:29]([C:32]4([CH3:36])[CH2:35][O:34][CH2:33]4)=[CH:28][CH:27]=3)[OH:25])=[C:11]([C:41]3[CH2:42][CH2:43][O:38][CH2:39][CH:40]=3)[C:10]1=2)([C:4]([CH3:7])([CH3:6])[CH3:5])([CH3:3])[CH3:2]. Given the reactants [Si:1]([O:8][C@H:9]1[CH2:18][C:17]([CH3:20])([CH3:19])[CH2:16][C:15]2[N:14]=[C:13]([CH:21]([CH3:23])[CH3:22])[C:12]([CH:24]([C:26]3[CH:31]=[CH:30][C:29]([C:32]4([CH3:36])[CH2:35][O:34][CH2:33]4)=[CH:28][CH:27]=3)[OH:25])=[C:11](I)[C:10]1=2)([C:4]([CH3:7])([CH3:6])[CH3:5])([CH3:3])[CH3:2].[O:38]1[CH2:43][CH:42]=[C:41](B2OC(C)(C)C(C)(C)O2)[CH2:40][CH2:39]1.C(=O)([O-])[O-].[Cs+].[Cs+].[F-].[Cs+], predict the reaction product. (2) The product is: [NH2:21][C:13]1[N:14]2[CH2:18][CH2:17][CH2:16][N:15]2[C:19](=[O:20])[C:12]=1[N:11]=[C:24]1[C:23]([NH2:22])=[CH:28][C:27](=[N:29][CH2:30][CH2:31][OH:32])[C:26]([O:33][CH3:34])=[CH:25]1. Given the reactants CS(O)(=O)=O.CS(O)(=O)=O.[NH2:11][C:12]1[C:19](=[O:20])[N:15]2[CH2:16][CH2:17][CH2:18][N:14]2[C:13]=1[NH2:21].[NH2:22][C:23]1[CH:24]=[CH:25][C:26]([O:33][CH3:34])=[C:27]([NH:29][CH2:30][CH2:31][OH:32])[CH:28]=1.N.OO, predict the reaction product. (3) Given the reactants C(OC(=O)COC1C=CC(SCC2C=C(C3C=CC(C(F)(F)F)=CC=3)OC=2)=CC=1C)C.[CH2:32]([O:34][C:35](=[O:46])[CH2:36][O:37][C:38]1[CH:43]=[CH:42][C:41]([SH:44])=[CH:40][C:39]=1[CH3:45])[CH3:33].[CH3:47][C:48]1[CH:52]=[C:51]([C:53]2[CH:58]=[CH:57][C:56]([O:59][C:60]([F:63])([F:62])[F:61])=[CH:55][CH:54]=2)[S:50][C:49]=1[CH2:64]O, predict the reaction product. The product is: [CH2:32]([O:34][C:35](=[O:46])[CH2:36][O:37][C:38]1[CH:43]=[CH:42][C:41]([S:44][CH2:64][C:49]2[S:50][C:51]([C:53]3[CH:54]=[CH:55][C:56]([O:59][C:60]([F:62])([F:63])[F:61])=[CH:57][CH:58]=3)=[CH:52][C:48]=2[CH3:47])=[CH:40][C:39]=1[CH3:45])[CH3:33]. (4) Given the reactants [Cl:1][C:2]1[CH:3]=[C:4]([C:9]2[CH:21]=[CH:20][C:12]([C:13]([NH:15][S:16]([CH3:19])(=[O:18])=[O:17])=[O:14])=[CH:11][C:10]=2[O:22][CH3:23])[CH:5]=[N:6][C:7]=1F.C([O-])([O-])=O.[Cs+].[Cs+].[Cl:30][C:31]1[C:32]([O:38][CH3:39])=[N:33][CH:34]=[CH:35][C:36]=1[OH:37], predict the reaction product. The product is: [Cl:1][C:2]1[CH:3]=[C:4]([C:9]2[CH:21]=[CH:20][C:12]([C:13]([NH:15][S:16]([CH3:19])(=[O:18])=[O:17])=[O:14])=[CH:11][C:10]=2[O:22][CH3:23])[CH:5]=[N:6][C:7]=1[O:37][C:36]1[CH:35]=[CH:34][N:33]=[C:32]([O:38][CH3:39])[C:31]=1[Cl:30]. (5) Given the reactants [NH2:1][C:2]1[CH:7]=[C:6]([CH:8]([CH3:10])[CH3:9])[C:5]([NH:11]S(C2C=CC(C)=CC=2)(=O)=O)=[C:4]([CH:22]([CH3:24])[CH3:23])[CH:3]=1.Br[CH2:26][CH2:27][O:28][CH2:29][CH2:30]Br.C(N(CC)C(C)C)(C)C.CN1CCCC1, predict the reaction product. The product is: [CH:22]([C:4]1[CH:3]=[C:2]([N:1]2[CH2:30][CH2:29][O:28][CH2:27][CH2:26]2)[CH:7]=[C:6]([CH:8]([CH3:9])[CH3:10])[C:5]=1[NH2:11])([CH3:23])[CH3:24]. (6) Given the reactants [OH:1][C@@H:2]([CH2:22][CH2:23][CH2:24][CH2:25][CH3:26])[CH2:3][CH2:4][C@@H:5]([O:14][CH2:15][CH:16]1[CH2:20][CH2:19][C:18](=[O:21])[NH:17]1)[C:6]1[S:10][C:9]([C:11](O)=[O:12])=[CH:8][CH:7]=1.Cl.CN(C)CCCN=C=NCC.[CH3:39][S:40]([NH2:43])(=[O:42])=[O:41], predict the reaction product. The product is: [OH:1][C@@H:2]([CH2:22][CH2:23][CH2:24][CH2:25][CH3:26])[CH2:3][CH2:4][C@@H:5]([O:14][CH2:15][CH:16]1[CH2:20][CH2:19][C:18](=[O:21])[NH:17]1)[C:6]1[S:10][C:9]([C:11]([NH:43][S:40]([CH3:39])(=[O:42])=[O:41])=[O:12])=[CH:8][CH:7]=1.